This data is from Reaction yield outcomes from USPTO patents with 853,638 reactions. The task is: Predict the reaction yield, written as a fraction of the theoretical maximum amount of product (1.0 means a 100% yield; for example, 0.34 means a 34% yield). The reactants are [C:1]([O:5][C:6]([NH:8][C@@H:9]([C:13]([CH3:17])([CH3:16])[CH:14]=[CH2:15])[C:10]([OH:12])=[O:11])=[O:7])([CH3:4])([CH3:3])[CH3:2].[H][H]. The catalyst is C(OCC)(=O)C.[Pd]. The product is [C:1]([O:5][C:6]([NH:8][C@H:9]([C:10]([OH:12])=[O:11])[C:13]([CH3:17])([CH2:14][CH3:15])[CH3:16])=[O:7])([CH3:2])([CH3:3])[CH3:4]. The yield is 0.830.